From a dataset of Full USPTO retrosynthesis dataset with 1.9M reactions from patents (1976-2016). Predict the reactants needed to synthesize the given product. Given the product [Br:1][C:2]1[CH:3]=[C:4]([C:8]2[N:12]3[CH2:13][CH2:14][CH2:15][CH2:16][C:11]3=[C:10]([C:17]([NH2:21])=[O:19])[N:9]=2)[CH:5]=[CH:6][CH:7]=1, predict the reactants needed to synthesize it. The reactants are: [Br:1][C:2]1[CH:3]=[C:4]([C:8]2[N:12]3[CH2:13][CH2:14][CH2:15][CH2:16][C:11]3=[C:10]([C:17]([OH:19])=O)[N:9]=2)[CH:5]=[CH:6][CH:7]=1.[Cl-].[NH4+:21].